From a dataset of Catalyst prediction with 721,799 reactions and 888 catalyst types from USPTO. Predict which catalyst facilitates the given reaction. (1) The catalyst class is: 10. Product: [Br:26][CH2:20][C:7]([C:6]1[C:2]([Br:1])=[N:3][N:4]([CH2:10][C:11]2[CH:16]=[CH:15][C:14]([O:17][CH3:18])=[CH:13][CH:12]=2)[CH:5]=1)=[O:8]. Reactant: [Br:1][C:2]1[C:6]([C:7](Cl)=[O:8])=[CH:5][N:4]([CH2:10][C:11]2[CH:16]=[CH:15][C:14]([O:17][CH3:18])=[CH:13][CH:12]=2)[N:3]=1.[Si](C=[N+]=[N-])(C)(C)[CH3:20].[BrH:26].CC(O)=O. (2) Reactant: [CH:1]([NH:3][CH2:4][CH2:5][C:6]1[CH:11]=[CH:10][CH:9]=[CH:8][C:7]=1Br)=[O:2].C([O-])([O-])=O.[K+].[K+].CN[C@@H]1CCCC[C@H]1NC. The catalyst class is: 509. Product: [CH:1]([N:3]1[C:11]2[C:6](=[CH:7][CH:8]=[CH:9][CH:10]=2)[CH2:5][CH2:4]1)=[O:2]. (3) Reactant: [OH:1][C:2]1[CH:3]=[C:4]([NH:8][C:9]([NH2:11])=[S:10])[CH:5]=[CH:6][CH:7]=1.Br[CH2:13][C:14](=O)[C:15]([O:17][CH2:18][CH3:19])=[O:16]. Product: [OH:1][C:2]1[CH:3]=[C:4]([NH:8][C:9]2[S:10][CH:13]=[C:14]([C:15]([O:17][CH2:18][CH3:19])=[O:16])[N:11]=2)[CH:5]=[CH:6][CH:7]=1. The catalyst class is: 3.